This data is from Catalyst prediction with 721,799 reactions and 888 catalyst types from USPTO. The task is: Predict which catalyst facilitates the given reaction. (1) Reactant: C([NH:5][S:6]([C:9]1[CH:14]=[CH:13][CH:12]=[CH:11][C:10]=1[C:15]1[CH:35]=[CH:34][C:18]2[NH:19][C:20]([CH2:22][O:23][C:24]3[CH:29]=[CH:28][C:27]([C:30]([F:33])([F:32])[F:31])=[CH:26][CH:25]=3)=[N:21][C:17]=2[CH:16]=1)(=[O:8])=[O:7])(C)(C)C.Cl. Product: [F:33][C:30]([F:31])([F:32])[C:27]1[CH:28]=[CH:29][C:24]([O:23][CH2:22][C:20]2[NH:19][C:18]3[CH:34]=[CH:35][C:15]([C:10]4[CH:11]=[CH:12][CH:13]=[CH:14][C:9]=4[S:6]([NH2:5])(=[O:8])=[O:7])=[CH:16][C:17]=3[N:21]=2)=[CH:25][CH:26]=1. The catalyst class is: 32. (2) Reactant: [F:1][C:2]1[CH:7]=[CH:6][CH:5]=[CH:4][C:3]=1[C:8]1[NH:9][CH:10]=[C:11]([CH:13]=[O:14])[N:12]=1.[H-].[Na+].C1OCCOCCOCCOCCOC1.[O:32]1[CH:36]=[CH:35][C:34]([S:37](Cl)(=[O:39])=[O:38])=[CH:33]1. Product: [F:1][C:2]1[CH:7]=[CH:6][CH:5]=[CH:4][C:3]=1[C:8]1[N:9]([S:37]([C:34]2[CH:35]=[CH:36][O:32][CH:33]=2)(=[O:39])=[O:38])[CH:10]=[C:11]([CH:13]=[O:14])[N:12]=1. The catalyst class is: 30.